Dataset: Reaction yield outcomes from USPTO patents with 853,638 reactions. Task: Predict the reaction yield, written as a fraction of the theoretical maximum amount of product (1.0 means a 100% yield; for example, 0.34 means a 34% yield). (1) The reactants are [Cl:1][C:2]1[N:10]=[CH:9][C:8]([Cl:11])=[CH:7][C:3]=1[C:4]([OH:6])=O.CN(C(ON1N=NC2C=CC=CC1=2)=[N+](C)C)C.[B-](F)(F)(F)F.CCN(C(C)C)C(C)C.Cl.[F:44][C:45]1[CH:50]=[CH:49][C:48]([F:51])=[CH:47][C:46]=1[CH2:52][CH2:53][O:54][CH2:55][C:56]([NH2:58])=[NH:57]. The catalyst is CN(C=O)C. The product is [Cl:1][C:2]1[N:10]=[CH:9][C:8]([Cl:11])=[CH:7][C:3]=1[C:4]([NH:58][C:56](=[NH:57])[CH2:55][O:54][CH2:53][CH2:52][C:46]1[CH:47]=[C:48]([F:51])[CH:49]=[CH:50][C:45]=1[F:44])=[O:6]. The yield is 0.960. (2) The reactants are [CH3:1][O:2][C:3](=[O:16])[C:4]1[CH:9]=[CH:8][C:7]([CH:10]([NH2:15])[CH2:11][C:12]([OH:14])=[O:13])=[CH:6][CH:5]=1.[O:17](C(OC(C)(C)C)=O)[C:18]([O:20][C:21]([CH3:24])([CH3:23])[CH3:22])=O. The catalyst is CC(C)=O. The product is [CH3:1][O:2][C:3](=[O:16])[C:4]1[CH:5]=[CH:6][C:7]([CH:10]([NH:15][C:18]([O:20][C:21]([CH3:24])([CH3:23])[CH3:22])=[O:17])[CH2:11][C:12]([OH:14])=[O:13])=[CH:8][CH:9]=1. The yield is 0.880. (3) The reactants are [C:1]([C:3]1[CH:8]=[CH:7][C:6]([C:9]([CH3:18])=[CH:10][C:11]([O:13][C:14]([CH3:17])([CH3:16])[CH3:15])=[O:12])=[CH:5][C:4]=1[CH3:19])#[N:2]. The catalyst is CCO.[Pd]. The product is [C:1]([C:3]1[CH:8]=[CH:7][C:6]([CH:9]([CH3:18])[CH2:10][C:11]([O:13][C:14]([CH3:16])([CH3:15])[CH3:17])=[O:12])=[CH:5][C:4]=1[CH3:19])#[N:2]. The yield is 0.850. (4) The reactants are [F:1][C:2]1[CH:3]=[C:4]([CH:8]([O:15][C:16]2[CH:17]=[C:18]3[C:22](=[CH:23][CH:24]=2)[N:21]([C:25]2[CH:30]=[CH:29][C:28]([F:31])=[CH:27][CH:26]=2)[N:20]=[CH:19]3)[C@H:9]([CH2:11][CH:12]([CH3:14])[CH3:13])[NH2:10])[CH:5]=[CH:6][CH:7]=1.C(N(CC)CC)C.[CH3:39][O:40][CH2:41][C:42](Cl)=[O:43]. The catalyst is ClCCl. The product is [F:1][C:2]1[CH:3]=[C:4]([C@H:8]([O:15][C:16]2[CH:17]=[C:18]3[C:22](=[CH:23][CH:24]=2)[N:21]([C:25]2[CH:26]=[CH:27][C:28]([F:31])=[CH:29][CH:30]=2)[N:20]=[CH:19]3)[C@@H:9]([NH:10][C:42](=[O:43])[CH2:41][O:40][CH3:39])[CH2:11][CH:12]([CH3:14])[CH3:13])[CH:5]=[CH:6][CH:7]=1. The yield is 0.680. (5) The reactants are [N:1]1([CH2:7][C:8]2[CH:13]=[CH:12][C:11]([NH:14][C:15](=[S:37])[NH:16][NH:17][C:18](=O)[C:19]3[CH:24]=[C:23]([CH:25]([CH3:27])[CH3:26])[C:22]([O:28]COC)=[CH:21][C:20]=3[O:32]COC)=[CH:10][CH:9]=2)[CH2:6][CH2:5][O:4][CH2:3][CH2:2]1. The catalyst is [OH-].[Na+]. The product is [CH:25]([C:23]1[CH:24]=[C:19]([C:18]2[N:14]([C:11]3[CH:12]=[CH:13][C:8]([CH2:7][N:1]4[CH2:6][CH2:5][O:4][CH2:3][CH2:2]4)=[CH:9][CH:10]=3)[C:15]([SH:37])=[N:16][N:17]=2)[C:20]([OH:32])=[CH:21][C:22]=1[OH:28])([CH3:27])[CH3:26]. The yield is 0.416. (6) The reactants are [C:1]([C:3]1[CH:4]=[CH:5][C:6]([O:31][C:32]2[CH:37]=[C:36]([Cl:38])[CH:35]=[C:34]([Cl:39])[CH:33]=2)=[C:7]([S:9]([N:12]2[CH2:17][CH2:16][N:15](C(OC(C)(C)C)=O)[CH2:14][CH:13]2[CH2:25][N:26]2[CH:30]=[N:29][CH:28]=[N:27]2)(=[O:11])=[O:10])[CH:8]=1)#[N:2].Cl. The catalyst is C(Cl)Cl.O1CCOCC1. The product is [ClH:38].[Cl:39][C:34]1[CH:33]=[C:32]([CH:37]=[C:36]([Cl:38])[CH:35]=1)[O:31][C:6]1[CH:5]=[CH:4][C:3]([C:1]#[N:2])=[CH:8][C:7]=1[S:9]([N:12]1[CH2:17][CH2:16][NH:15][CH2:14][CH:13]1[CH2:25][N:26]1[CH:30]=[N:29][CH:28]=[N:27]1)(=[O:11])=[O:10]. The yield is 0.863. (7) The reactants are [NH:1]1[C:5]2[CH:6]=[CH:7][C:8]([C:10]([OH:12])=O)=[CH:9][C:4]=2[N:3]=[CH:2]1.[CH3:13][O:14][C:15]1[C:28]2[CH2:27][CH2:26][C@H:25]3[C@H:20]([CH2:21][CH2:22][CH2:23][NH:24]3)[C:19]=2[CH:18]=[CH:17][CH:16]=1. No catalyst specified. The product is [NH:1]1[C:5]2[CH:6]=[CH:7][C:8]([C:10]([N:24]3[C@@H:25]4[C@@H:20]([C:19]5[CH:18]=[CH:17][CH:16]=[C:15]([O:14][CH3:13])[C:28]=5[CH2:27][CH2:26]4)[CH2:21][CH2:22][CH2:23]3)=[O:12])=[CH:9][C:4]=2[N:3]=[CH:2]1. The yield is 0.850.